From a dataset of Catalyst prediction with 721,799 reactions and 888 catalyst types from USPTO. Predict which catalyst facilitates the given reaction. (1) Reactant: [NH2:1][C:2]1[N:7]=[C:6]([N:8]2[C:16]3[C:11](=[CH:12][CH:13]=[C:14]([Br:17])[CH:15]=3)[C:10]([C:18](O)([CH3:20])[CH3:19])=[N:9]2)[CH:5]=[CH:4][N:3]=1.C(N(S(F)(F)[F:28])CC)C.C(=O)(O)[O-].[Na+]. Product: [Br:17][C:14]1[CH:15]=[C:16]2[C:11]([C:10]([C:18]([F:28])([CH3:20])[CH3:19])=[N:9][N:8]2[C:6]2[CH:5]=[CH:4][N:3]=[C:2]([NH2:1])[N:7]=2)=[CH:12][CH:13]=1. The catalyst class is: 2. (2) The catalyst class is: 9. Product: [F:1][C:2]1[CH:9]=[C:8]([F:10])[CH:7]=[CH:6][C:3]=1[CH2:4][C:17]([CH2:16][CH2:15][C:14]([F:13])([F:22])[F:23])([C:18]#[N:19])[C:20]#[N:21]. Reactant: [F:1][C:2]1[CH:9]=[C:8]([F:10])[CH:7]=[CH:6][C:3]=1[CH2:4]Br.[H-].[Na+].[F:13][C:14]([F:23])([F:22])[CH2:15][CH2:16][CH:17]([C:20]#[N:21])[C:18]#[N:19]. (3) Reactant: [C:1]1([CH2:7][S:8](Cl)(=[O:10])=[O:9])[CH:6]=[CH:5][CH:4]=[CH:3][CH:2]=1.C(N(CC)CC)C.[NH:19]1[CH2:24][CH2:23][CH:22]([CH2:25][N:26]2[C:34]3[C:29](=[CH:30][C:31]([C:35]4[CH:36]=[N:37][N:38]([CH:40]5[CH2:45][CH2:44][CH2:43][CH2:42][O:41]5)[CH:39]=4)=[CH:32][CH:33]=3)[CH:28]=[N:27]2)[CH2:21][CH2:20]1.CO. Product: [CH2:7]([S:8]([N:19]1[CH2:24][CH2:23][CH:22]([CH2:25][N:26]2[C:34]3[C:29](=[CH:30][C:31]([C:35]4[CH:36]=[N:37][N:38]([CH:40]5[CH2:45][CH2:44][CH2:43][CH2:42][O:41]5)[CH:39]=4)=[CH:32][CH:33]=3)[CH:28]=[N:27]2)[CH2:21][CH2:20]1)(=[O:10])=[O:9])[C:1]1[CH:6]=[CH:5][CH:4]=[CH:3][CH:2]=1. The catalyst class is: 46.